This data is from Forward reaction prediction with 1.9M reactions from USPTO patents (1976-2016). The task is: Predict the product of the given reaction. (1) Given the reactants [NH2:1][C:2]1[CH:7]=[C:6]([F:8])[C:5]([F:9])=[CH:4][C:3]=1[NH2:10].[NH:11]([C:17]([O:19][C:20]([CH3:23])([CH3:22])[CH3:21])=[O:18])[C@H:12]([C:14](O)=[O:15])[CH3:13].Cl.CN(C)CCCN=C=NCC.C(N(CC)CC)C, predict the reaction product. The product is: [NH2:1][C:2]1[CH:7]=[C:6]([F:8])[C:5]([F:9])=[CH:4][C:3]=1[NH:10][C:14](=[O:15])[C@@H:12]([NH:11][C:17](=[O:18])[O:19][C:20]([CH3:22])([CH3:21])[CH3:23])[CH3:13]. (2) Given the reactants [NH2:1][C:2]1[NH:3][CH:4]=[C:5]([CH2:7][C:8]([O:10][CH3:11])=[O:9])[N:6]=1.[Cl:12][C:13]1[CH:26]=[C:25]([Cl:27])[CH:24]=[CH:23][C:14]=1[CH:15]=[C:16]([C:20](=O)[CH3:21])[C:17]([NH2:19])=[O:18], predict the reaction product. The product is: [C:17]([C:16]1[CH:15]([C:14]2[CH:23]=[CH:24][C:25]([Cl:27])=[CH:26][C:13]=2[Cl:12])[N:3]2[CH:4]=[C:5]([CH2:7][C:8]([O:10][CH3:11])=[O:9])[N:6]=[C:2]2[NH:1][C:20]=1[CH3:21])(=[O:18])[NH2:19]. (3) Given the reactants FC(F)(F)S(O[C:7]1[CH:12]=[CH:11][C:10]([C:13]2[C:18]([CH3:19])=[N:17][C:16]([CH3:20])=[C:15]([C:21](=[O:23])[NH2:22])[N:14]=2)=[CH:9][CH:8]=1)(=O)=O.[Cl:26][C:27]1[CH:28]=[C:29]([C:42]2([C:46]([O:48][CH3:49])=[O:47])[CH2:45][CH2:44][CH2:43]2)[CH:30]=[CH:31][C:32]=1B1OC(C)(C)C(C)(C)O1.P([O-])([O-])([O-])=O.[K+].[K+].[K+].CO, predict the reaction product. The product is: [C:21]([C:15]1[N:14]=[C:13]([C:10]2[CH:11]=[CH:12][C:7]([C:32]3[CH:31]=[CH:30][C:29]([C:42]4([C:46]([O:48][CH3:49])=[O:47])[CH2:45][CH2:44][CH2:43]4)=[CH:28][C:27]=3[Cl:26])=[CH:8][CH:9]=2)[C:18]([CH3:19])=[N:17][C:16]=1[CH3:20])(=[O:23])[NH2:22]. (4) The product is: [CH:10]12[CH2:14][CH:13]([NH:8][CH2:9]1)[CH2:12][N:11]2[CH2:15][C:16]1[CH:17]=[C:18]([C:22]2[CH:27]=[CH:26][N:25]=[C:24]([NH:30][CH2:31][CH2:32][C:33]3[CH:38]=[CH:37][C:36]([OH:39])=[CH:35][CH:34]=3)[N:23]=2)[CH:19]=[CH:20][CH:21]=1. Given the reactants C(OC([N:8]1[CH:13]([CH3:14])[CH2:12][N:11]([CH2:15][C:16]2[CH:21]=[CH:20][CH:19]=[C:18]([C:22]3[CH:27]=[CH:26][N:25]=[C:24](Cl)[N:23]=3)[CH:17]=2)[CH2:10][CH:9]1C)=O)(C)(C)C.[NH2:30][CH2:31][CH2:32][C:33]1[CH:38]=[CH:37][C:36]([OH:39])=[CH:35][CH:34]=1, predict the reaction product.